From a dataset of Catalyst prediction with 721,799 reactions and 888 catalyst types from USPTO. Predict which catalyst facilitates the given reaction. (1) Reactant: C([C:3]1[N:8]=[C:7]([C:9]#[N:10])[C:6]([C:11]([O:13][CH3:14])=[O:12])=[C:5]([NH:15][C:16]2[CH:17]=[C:18]([CH3:22])[CH:19]=[CH:20][CH:21]=2)[N:4]=1)#N.C(N(CC)C(C)C)(C)C.[CH:32]1([NH2:38])[CH2:37][CH2:36][CH2:35][CH2:34][CH2:33]1.C([O-])(O)=O.[Na+]. Product: [C:9]([C:7]1[C:6]([C:11]([O:13][CH3:14])=[O:12])=[C:5]([NH:15][C:16]2[CH:17]=[C:18]([CH3:22])[CH:19]=[CH:20][CH:21]=2)[N:4]=[C:3]([NH:38][CH:32]2[CH2:37][CH2:36][CH2:35][CH2:34][CH2:33]2)[N:8]=1)#[N:10]. The catalyst class is: 3. (2) Reactant: C(Cl)(=O)C(Cl)=O.CS(C)=O.[CH:11]1([CH:14]([OH:42])[C:15]2[C:39]([F:40])=[CH:38][C:18]([CH2:19][O:20][CH2:21][C@@H:22]3[CH2:24][C@@H:23]3[CH:25]3[CH2:30][CH2:29][N:28]([C:31]([O:33][C:34]([CH3:37])([CH3:36])[CH3:35])=[O:32])[CH2:27][CH2:26]3)=[CH:17][C:16]=2[F:41])[CH2:13][CH2:12]1.CCN(CC)CC. Product: [CH:11]1([C:14]([C:15]2[C:16]([F:41])=[CH:17][C:18]([CH2:19][O:20][CH2:21][C@@H:22]3[CH2:24][C@@H:23]3[CH:25]3[CH2:26][CH2:27][N:28]([C:31]([O:33][C:34]([CH3:37])([CH3:36])[CH3:35])=[O:32])[CH2:29][CH2:30]3)=[CH:38][C:39]=2[F:40])=[O:42])[CH2:13][CH2:12]1. The catalyst class is: 2. (3) Reactant: B.CSC.[Cl:5][C:6]1[CH:7]=[C:8]([CH2:13][C:14](O)=[O:15])[CH:9]=[CH:10][C:11]=1[OH:12]. Product: [Cl:5][C:6]1[CH:7]=[C:8]([CH2:13][CH2:14][OH:15])[CH:9]=[CH:10][C:11]=1[OH:12]. The catalyst class is: 188. (4) Reactant: Br[C:2]1[CH:7]=[CH:6][C:5]([C:8]2[CH:25]=[CH:24][C:23]3[C:22]4[C:17](=[CH:18][CH:19]=[CH:20][CH:21]=4)[C:16]4[C:11](=[CH:12][CH:13]=[CH:14][CH:15]=4)[C:10]=3[CH:9]=2)=[CH:4][CH:3]=1.C(=O)([O-])[O-].[K+].[K+].[C:32]1([CH3:38])[CH:37]=[CH:36][CH:35]=[CH:34][CH:33]=1. Product: [C:32]1([C:38]([C:2]2[CH:7]=[CH:6][C:5]([C:8]3[CH:25]=[CH:24][C:23]4[C:22]5[C:17](=[CH:18][CH:19]=[CH:20][CH:21]=5)[C:16]5[C:11](=[CH:12][CH:13]=[CH:14][CH:15]=5)[C:10]=4[CH:9]=3)=[CH:4][CH:3]=2)=[C:38]([C:2]2[CH:7]=[CH:6][CH:5]=[CH:4][CH:3]=2)[C:32]2[CH:37]=[CH:36][CH:35]=[CH:34][CH:33]=2)[CH:37]=[CH:36][CH:35]=[CH:34][CH:33]=1. The catalyst class is: 73. (5) Reactant: [CH3:1][O:2][C:3]1[C:8]2[N:9]([CH2:12][O:13][CH2:14][CH2:15][Si:16]([CH3:19])([CH3:18])[CH3:17])[CH:10]=[CH:11][C:7]=2[C:6]([C:20]#[N:21])=[CH:5][N:4]=1.C1C(=O)N([Br:29])C(=O)C1. Product: [Br:29][C:11]1[C:7]2[C:6]([C:20]#[N:21])=[CH:5][N:4]=[C:3]([O:2][CH3:1])[C:8]=2[N:9]([CH2:12][O:13][CH2:14][CH2:15][Si:16]([CH3:17])([CH3:19])[CH3:18])[CH:10]=1. The catalyst class is: 13. (6) Reactant: Cl[C:2]1[CH:7]=[CH:6][N:5]=[C:4]2[N:8]([CH2:12][C:13]3[CH:18]=[CH:17][C:16]([O:19][CH3:20])=[CH:15][CH:14]=3)[N:9]=[C:10]([I:11])[C:3]=12.C([O-])([O-])=O.[K+].[K+].[Cl:27][C:28]1[CH:33]=[CH:32][C:31]([OH:34])=[CH:30][CH:29]=1. Product: [Cl:27][C:28]1[CH:33]=[CH:32][C:31]([O:34][C:2]2[CH:7]=[CH:6][N:5]=[C:4]3[N:8]([CH2:12][C:13]4[CH:18]=[CH:17][C:16]([O:19][CH3:20])=[CH:15][CH:14]=4)[N:9]=[C:10]([I:11])[C:3]=23)=[CH:30][CH:29]=1. The catalyst class is: 18. (7) Reactant: [Cl:1][C:2]1[CH:3]=[CH:4][C:5]2[C:11](=[O:12])[CH2:10][CH2:9][C:8](=[O:13])[NH:7][C:6]=2[CH:14]=1.C([O-])([O-])=O.[K+].[K+].[C:21]1(Br)[CH:26]=[CH:25][CH:24]=[CH:23][CH:22]=1.CNCCNC. Product: [Cl:1][C:2]1[CH:3]=[CH:4][C:5]2[C:11](=[O:12])[CH2:10][CH2:9][C:8](=[O:13])[N:7]([C:21]3[CH:26]=[CH:25][CH:24]=[CH:23][CH:22]=3)[C:6]=2[CH:14]=1. The catalyst class is: 509.